This data is from Reaction yield outcomes from USPTO patents with 853,638 reactions. The task is: Predict the reaction yield, written as a fraction of the theoretical maximum amount of product (1.0 means a 100% yield; for example, 0.34 means a 34% yield). (1) The yield is 0.950. The catalyst is CCOC(C)=O. The reactants are [CH:1]([C:3]1[CH:11]=[CH:10][CH:9]=[C:8]2[C:4]=1[CH2:5][N:6]([C:12]([O:14][C@H:15]1[CH2:19][N:18](C(OC(C)(C)C)=O)[C@H:17]([C:27]([O:29][CH3:30])=[O:28])[CH2:16]1)=[O:13])[CH2:7]2)=[CH2:2].[ClH:31]. The product is [ClH:31].[CH:1]([C:3]1[CH:11]=[CH:10][CH:9]=[C:8]2[C:4]=1[CH2:5][N:6]([C:12]([O:14][C@@H:15]1[CH2:16][C@@H:17]([C:27]([O:29][CH3:30])=[O:28])[NH:18][CH2:19]1)=[O:13])[CH2:7]2)=[CH2:2]. (2) The reactants are [Cl:1][C:2]1[CH:7]=[CH:6][CH:5]=[CH:4][C:3]=1[C:8]1[C:9]([C:20]([OH:22])=O)=[N:10][N:11]([C:13]2[CH:18]=[CH:17][N:16]=[C:15]([Cl:19])[CH:14]=2)[CH:12]=1.C[N:24](C(ON1N=NC2C=CC=CC1=2)=[N+](C)C)C.[B-](F)(F)(F)F.CCN(C(C)C)C(C)C.N. The catalyst is C(Cl)Cl.O. The product is [Cl:1][C:2]1[CH:7]=[CH:6][CH:5]=[CH:4][C:3]=1[C:8]1[C:9]([C:20]([NH2:24])=[O:22])=[N:10][N:11]([C:13]2[CH:18]=[CH:17][N:16]=[C:15]([Cl:19])[CH:14]=2)[CH:12]=1. The yield is 0.770. (3) The reactants are [CH3:1][O:2][C:3]([CH:5](P(OC)(OC)=O)[NH:6][C:7]([O:9][CH2:10][C:11]1[CH:16]=[CH:15][CH:14]=[CH:13][CH:12]=1)=[O:8])=[O:4].CN(C)C(N(C)C)=N.[CH3:31][C:32]1[CH:33]=[C:34]([CH:37]=[C:38]([N+:43]([O-:45])=[O:44])[C:39]=1[N+:40]([O-:42])=[O:41])[CH:35]=O. The catalyst is O1CCCC1. The product is [CH3:1][O:2][C:3](/[C:5](/[NH:6][C:7](=[O:8])[O:9][CH2:10][C:11]1[CH:12]=[CH:13][CH:14]=[CH:15][CH:16]=1)=[CH:35]/[C:34]1[CH:37]=[C:38]([N+:43]([O-:45])=[O:44])[C:39]([N+:40]([O-:42])=[O:41])=[C:32]([CH3:31])[CH:33]=1)=[O:4]. The yield is 0.620.